Predict the reactants needed to synthesize the given product. From a dataset of Full USPTO retrosynthesis dataset with 1.9M reactions from patents (1976-2016). (1) Given the product [CH3:1][O:2][C:3](=[O:18])[CH:4]([CH2:43][CH:42]([CH2:45][CH3:46])[CH2:40][CH3:41])[C:5]1[C:13]2[C:8](=[CH:9][CH:10]=[CH:11][CH:12]=2)[N:7]([C:14]([O:16][CH3:17])=[O:15])[CH:6]=1, predict the reactants needed to synthesize it. The reactants are: [CH3:1][O:2][C:3](=[O:18])[CH2:4][C:5]1[C:13]2[C:8](=[CH:9][CH:10]=[CH:11][CH:12]=2)[N:7]([C:14]([O:16][CH3:17])=[O:15])[CH:6]=1.CN(C)P(=O)(N(C)C)N(C)C.C[Si]([N-][Si](C)(C)C)(C)C.[Li+].[CH2:40]([CH:42]([CH2:45][CH3:46])[CH2:43]I)[CH3:41]. (2) Given the product [OH:2][C:3]1[CH:17]=[C:16]([CH3:18])[CH:15]=[CH:14][C:4]=1[O:5][C:6]1[CH:13]=[CH:12][CH:11]=[CH:10][C:7]=1[C:8]#[N:9], predict the reactants needed to synthesize it. The reactants are: C[O:2][C:3]1[CH:17]=[C:16]([CH3:18])[CH:15]=[CH:14][C:4]=1[O:5][C:6]1[CH:13]=[CH:12][CH:11]=[CH:10][C:7]=1[C:8]#[N:9].B(Br)(Br)Br. (3) Given the product [NH2:9][C@@H:8]1[CH2:7][CH2:6][N:5]([CH2:17][CH2:18][N:19]2[C:28]3[C:23](=[CH:24][CH:25]=[C:26]([O:29][CH3:30])[CH:27]=3)[N:22]=[CH:21][C:20]2=[O:31])[CH2:4][C@H:3]1[O:2][CH3:1], predict the reactants needed to synthesize it. The reactants are: [CH3:1][O:2][C@H:3]1[C@H:8]([NH:9]C(=O)OC(C)(C)C)[CH2:7][CH2:6][N:5]([CH2:17][CH2:18][N:19]2[C:28]3[C:23](=[CH:24][CH:25]=[C:26]([O:29][CH3:30])[CH:27]=3)[N:22]=[CH:21][C:20]2=[O:31])[CH2:4]1.FC(F)(F)C(O)=O. (4) The reactants are: [CH3:1][C:2]1[O:6][N:5]=[C:4]([C:7]2[CH:12]=[CH:11][CH:10]=[CH:9][CH:8]=2)[C:3]=1[CH2:13][O:14][C:15]1[CH:23]=[CH:22][C:18]([C:19]([OH:21])=O)=[CH:17][N:16]=1.[CH:24]([N:27]1[CH2:32][CH2:31][CH:30]([NH2:33])[CH2:29][CH2:28]1)([CH3:26])[CH3:25]. Given the product [CH:24]([N:27]1[CH2:32][CH2:31][CH:30]([NH:33][C:19](=[O:21])[C:18]2[CH:22]=[CH:23][C:15]([O:14][CH2:13][C:3]3[C:4]([C:7]4[CH:8]=[CH:9][CH:10]=[CH:11][CH:12]=4)=[N:5][O:6][C:2]=3[CH3:1])=[N:16][CH:17]=2)[CH2:29][CH2:28]1)([CH3:26])[CH3:25], predict the reactants needed to synthesize it.